This data is from Forward reaction prediction with 1.9M reactions from USPTO patents (1976-2016). The task is: Predict the product of the given reaction. (1) Given the reactants [CH3:1][O:2][C:3]1[CH:4]=[C:5]([C:13]2[CH:18]=[CH:17][C:16]([N:19]([CH3:45])[CH2:20][C:21]([CH3:44])([CH3:43])[CH2:22][N:23]([C:25]3[CH:26]=[CH:27][C:28]([C:31]4[CH:36]=[C:35]([O:37][CH3:38])[C:34]([O:39][CH3:40])=[C:33]([O:41][CH3:42])[CH:32]=4)=[N:29][CH:30]=3)[CH3:24])=[CH:15][N:14]=2)[CH:6]=[C:7]([O:11][CH3:12])[C:8]=1[O:9][CH3:10].[CH3:46][S:47]([OH:50])(=[O:49])=[O:48], predict the reaction product. The product is: [CH3:46][S:47]([OH:50])(=[O:49])=[O:48].[CH3:46][S:47]([OH:50])(=[O:49])=[O:48].[CH3:12][O:11][C:7]1[CH:6]=[C:5]([C:13]2[CH:18]=[CH:17][C:16]([N:19]([CH3:45])[CH2:20][C:21]([CH3:43])([CH3:44])[CH2:22][N:23]([C:25]3[CH:26]=[CH:27][C:28]([C:31]4[CH:32]=[C:33]([O:41][CH3:42])[C:34]([O:39][CH3:40])=[C:35]([O:37][CH3:38])[CH:36]=4)=[N:29][CH:30]=3)[CH3:24])=[CH:15][N:14]=2)[CH:4]=[C:3]([O:2][CH3:1])[C:8]=1[O:9][CH3:10]. (2) The product is: [Br:1][C:2]1[CH:3]=[C:4]2[C:5](=[CH:6][CH:7]=1)[N:8]1[CH:32]=[N:33][N:17]=[C:14]1[C:15]([N:29]1[CH2:28][CH2:27][N:26]([C:19]([O:21][C:22]([CH3:25])([CH3:24])[CH3:23])=[O:20])[CH2:31][CH2:30]1)=[N:9]2. Given the reactants [Br:1][C:2]1[CH:3]=[C:4]([NH2:9])[C:5]([NH2:8])=[CH:6][CH:7]=1.CC1C=C(N)[C:14]([NH2:17])=[CH:15]C=1.[C:19]([N:26]1[CH2:31][CH2:30][NH:29][CH2:28][CH2:27]1)([O:21][C:22]([CH3:25])([CH3:24])[CH3:23])=[O:20].[CH3:32][N:33]1CCNCC1, predict the reaction product.